From a dataset of Peptide-MHC class I binding affinity with 185,985 pairs from IEDB/IMGT. Regression. Given a peptide amino acid sequence and an MHC pseudo amino acid sequence, predict their binding affinity value. This is MHC class I binding data. (1) The peptide sequence is KIFEDQLL. The MHC is H-2-Db with pseudo-sequence H-2-Db. The binding affinity (normalized) is 0. (2) The peptide sequence is FPPTSFGPL. The MHC is HLA-B45:06 with pseudo-sequence HLA-B45:06. The binding affinity (normalized) is 0.213. (3) The peptide sequence is DYVVVHGYF. The MHC is HLA-A01:01 with pseudo-sequence HLA-A01:01. The binding affinity (normalized) is 0.323. (4) The peptide sequence is SAVTSLAAI. The MHC is H-2-Db with pseudo-sequence H-2-Db. The binding affinity (normalized) is 0.633. (5) The MHC is HLA-A03:01 with pseudo-sequence HLA-A03:01. The peptide sequence is GLVASIKNFK. The binding affinity (normalized) is 0.404. (6) The peptide sequence is IFDDLQGSL. The MHC is HLA-B27:05 with pseudo-sequence YHTEYREICAKTDEDTLYLNYHDYTWAVLAYEWY. The binding affinity (normalized) is 0.0847. (7) The peptide sequence is LYKLMGHFSW. The MHC is Patr-A0701 with pseudo-sequence Patr-A0701. The binding affinity (normalized) is 0.0176. (8) The peptide sequence is VMYNLWKMK. The MHC is HLA-A03:01 with pseudo-sequence HLA-A03:01. The binding affinity (normalized) is 0.877.